Task: Predict the reaction yield, written as a fraction of the theoretical maximum amount of product (1.0 means a 100% yield; for example, 0.34 means a 34% yield).. Dataset: Reaction yield outcomes from USPTO patents with 853,638 reactions The reactants are FC1C=CC(C2C=NC(N3CCN(S(C[C@H](C(C)C)C(O)=O)(=O)=[O:21])CC3)=NC=2)=CC=1.C([C@@H]1COC(=O)N1[C:44](=[O:73])[CH:45]([CH2:49][S:50]([N:53]1[CH2:58][CH2:57][CH:56]([O:59][C:60]2[CH:65]=[CH:64][C:63]([C:66]3[CH:71]=[CH:70][C:69]([F:72])=[CH:68][CH:67]=3)=[CH:62][N:61]=2)[CH2:55][CH2:54]1)(=[O:52])=[O:51])[CH:46]([CH3:48])[CH3:47])C1C=CC=CC=1. No catalyst specified. The product is [F:72][C:69]1[CH:68]=[CH:67][C:66]([C:63]2[CH:64]=[CH:65][C:60]([O:59][CH:56]3[CH2:57][CH2:58][N:53]([S:50]([CH2:49][C@H:45]([CH:46]([CH3:47])[CH3:48])[C:44]([OH:73])=[O:21])(=[O:51])=[O:52])[CH2:54][CH2:55]3)=[N:61][CH:62]=2)=[CH:71][CH:70]=1. The yield is 0.470.